From a dataset of Full USPTO retrosynthesis dataset with 1.9M reactions from patents (1976-2016). Predict the reactants needed to synthesize the given product. (1) The reactants are: C(=O)([O-])[O-].[K+].[K+].[C:7]1([SH:13])[CH:12]=[CH:11][CH:10]=[CH:9][CH:8]=1.CN(C)C=O.Br[CH2:20][C:21]1[CH:30]=[CH:29][C:24]([C:25]([O:27][CH3:28])=[O:26])=[C:23]([N+:31]([O-:33])=[O:32])[CH:22]=1. Given the product [N+:31]([C:23]1[CH:22]=[C:21]([CH2:20][S:13][C:7]2[CH:12]=[CH:11][CH:10]=[CH:9][CH:8]=2)[CH:30]=[CH:29][C:24]=1[C:25]([O:27][CH3:28])=[O:26])([O-:33])=[O:32], predict the reactants needed to synthesize it. (2) Given the product [O:9]=[C:6]1[CH2:7][CH2:8][N:3]([C:10]([O:12][C:13]([CH3:16])([CH3:15])[CH3:14])=[O:11])[CH2:4][CH2:5]1, predict the reactants needed to synthesize it. The reactants are: O.Cl.[NH:3]1[CH2:8][CH2:7][C:6](=[O:9])[CH2:5][CH2:4]1.[C:10](O[C:10]([O:12][C:13]([CH3:16])([CH3:15])[CH3:14])=[O:11])([O:12][C:13]([CH3:16])([CH3:15])[CH3:14])=[O:11].[OH-].[Na+]. (3) Given the product [NH2:1][C:2]1[N:3]=[C:4]([NH:17][CH:18]2[CH2:19][CH2:20][N:21]([S:24]([CH2:27][CH2:28][N:29]3[CH2:33][CH:32]=[CH:31][CH2:30]3)(=[O:25])=[O:26])[CH2:22][CH2:23]2)[S:5][C:6]=1[C:7]([C:9]1[C:14]([F:15])=[CH:13][CH:12]=[CH:11][C:10]=1[F:16])=[O:8], predict the reactants needed to synthesize it. The reactants are: [NH2:1][C:2]1[N:3]=[C:4]([NH:17][CH:18]2[CH2:23][CH2:22][N:21]([S:24]([CH:27]=[CH2:28])(=[O:26])=[O:25])[CH2:20][CH2:19]2)[S:5][C:6]=1[C:7]([C:9]1[C:14]([F:15])=[CH:13][CH:12]=[CH:11][C:10]=1[F:16])=[O:8].[NH:29]1[CH2:33][CH:32]=[CH:31][CH2:30]1. (4) Given the product [Si:13]([O:12][CH2:11][CH2:10][O:9][C:5]1[N:4]=[C:3]([CH3:20])[C:2]([C:31]2[C:22]([CH3:21])=[C:23]([CH:28]=[CH:29][CH:30]=2)[C:24]([O:26][CH3:27])=[O:25])=[C:7]([CH3:8])[N:6]=1)([C:16]([CH3:19])([CH3:18])[CH3:17])([CH3:15])[CH3:14], predict the reactants needed to synthesize it. The reactants are: Br[C:2]1[C:3]([CH3:20])=[N:4][C:5]([O:9][CH2:10][CH2:11][O:12][Si:13]([C:16]([CH3:19])([CH3:18])[CH3:17])([CH3:15])[CH3:14])=[N:6][C:7]=1[CH3:8].[CH3:21][C:22]1[C:31](B2OC(C)(C)C(C)(C)O2)=[CH:30][CH:29]=[CH:28][C:23]=1[C:24]([O:26][CH3:27])=[O:25].C1(P(C2CCCCC2)C2C=CC=CC=2C2C(OC)=CC=CC=2OC)CCCCC1.P([O-])([O-])([O-])=O.[K+].[K+].[K+]. (5) Given the product [Br:7][C:6]1[C:2]([C:14]2[CH:15]=[CH:16][C:11]([OH:10])=[CH:12][CH:13]=2)=[C:3]([CH:8]=[O:9])[S:4][CH:5]=1, predict the reactants needed to synthesize it. The reactants are: Br[C:2]1[C:6]([Br:7])=[CH:5][S:4][C:3]=1[CH:8]=[O:9].[OH:10][C:11]1[CH:16]=[CH:15][C:14](B(O)O)=[CH:13][CH:12]=1.C([O-])([O-])=O.[Na+].[Na+]. (6) Given the product [Br:3][C:4]1[CH:9]=[CH:8][C:7]([CH2:10][C@@H:11]([NH:15][C:16](=[O:17])[O:18][C:19]([CH3:22])([CH3:21])[CH3:20])[C:12]2[NH:61][C:56]3[CH:55]=[C:54]([F:53])[CH:59]=[CH:58][C:57]=3[N:60]=2)=[CH:6][CH:5]=1, predict the reactants needed to synthesize it. The reactants are: N#N.[Br:3][C:4]1[CH:9]=[CH:8][C:7]([CH2:10][C@@H:11]([NH:15][C:16]([O:18][C:19]([CH3:22])([CH3:21])[CH3:20])=[O:17])[C:12](O)=O)=[CH:6][CH:5]=1.C(N1CCOCC1)C.CN(C(ON1N=NC2C=CC=CC1=2)=[N+](C)C)C.[B-](F)(F)(F)F.[F:53][C:54]1[CH:55]=[C:56]([NH2:61])[C:57]([NH2:60])=[CH:58][CH:59]=1. (7) Given the product [CH2:1]([C:4]1[CH:9]=[C:8]([NH:10][C:17](=[O:18])[CH2:16][CH2:15][CH2:14][Br:13])[CH:7]=[CH:6][C:5]=1[O:11][CH3:12])[CH:2]=[CH2:3], predict the reactants needed to synthesize it. The reactants are: [CH2:1]([C:4]1[CH:9]=[C:8]([NH2:10])[CH:7]=[CH:6][C:5]=1[O:11][CH3:12])[CH:2]=[CH2:3].[Br:13][CH2:14][CH2:15][CH2:16][C:17](Cl)=[O:18].